Dataset: Full USPTO retrosynthesis dataset with 1.9M reactions from patents (1976-2016). Task: Predict the reactants needed to synthesize the given product. (1) Given the product [I-:17].[CH3:1][N:2]1[C:10]2[C:5](=[C:6]([CH3:11])[CH:7]=[CH:8][CH:9]=2)[C:4]([CH2:12][NH2+:13][CH3:14])=[CH:3]1, predict the reactants needed to synthesize it. The reactants are: [CH3:1][N:2]1[C:10]2[C:5](=[C:6]([CH3:11])[CH:7]=[CH:8][CH:9]=2)[C:4]([CH2:12][N:13](C)[CH3:14])=[CH:3]1.C[I:17]. (2) Given the product [CH2:24]([N:10]([CH2:3][C:4]1[CH:9]=[CH:8][CH:7]=[CH:6][CH:5]=1)[C:11]1[CH:16]=[CH:15][C:14]([C@H:17]2[CH2:18][CH2:19][C@H:20]([OH:23])[CH2:21][CH2:22]2)=[CH:13][CH:12]=1)[C:25]1[CH:26]=[CH:27][CH:28]=[CH:29][CH:30]=1, predict the reactants needed to synthesize it. The reactants are: [BH4-].[Na+].[CH2:3]([N:10]([CH2:24][C:25]1[CH:30]=[CH:29][CH:28]=[CH:27][CH:26]=1)[C:11]1[CH:16]=[CH:15][C:14]([CH:17]2[CH2:22][CH2:21][C:20](=[O:23])[CH2:19][CH2:18]2)=[CH:13][CH:12]=1)[C:4]1[CH:9]=[CH:8][CH:7]=[CH:6][CH:5]=1.C(O)(=O)C. (3) Given the product [OH:1][CH2:2][CH2:3][CH2:4][CH2:5][NH:6][S:7]([C:10]1[CH:15]=[CH:14][C:13]([C:23]2[CH:24]=[CH:25][C:20]([C:19]([F:30])([F:29])[F:18])=[CH:21][CH:22]=2)=[CH:12][C:11]=1[F:17])(=[O:9])=[O:8], predict the reactants needed to synthesize it. The reactants are: [OH:1][CH2:2][CH2:3][CH2:4][CH2:5][NH:6][S:7]([C:10]1[CH:15]=[CH:14][C:13](Br)=[CH:12][C:11]=1[F:17])(=[O:9])=[O:8].[F:18][C:19]([F:30])([F:29])[C:20]1[CH:25]=[CH:24][C:23](B(O)O)=[CH:22][CH:21]=1. (4) Given the product [Cl:1][C:2]1[C:3]2[CH:10]=[CH:9][N:8]([S:11]([C:14]3[CH:20]=[CH:19][C:17]([CH3:18])=[CH:16][CH:15]=3)(=[O:13])=[O:12])[C:4]=2[N:5]=[CH:6][N:7]=1, predict the reactants needed to synthesize it. The reactants are: [Cl:1][C:2]1[C:3]2[CH:10]=[CH:9][NH:8][C:4]=2[N:5]=[CH:6][N:7]=1.[S:11](Cl)([C:14]1[CH:20]=[CH:19][C:17]([CH3:18])=[CH:16][CH:15]=1)(=[O:13])=[O:12].[OH-].[Na+]. (5) Given the product [NH:29]1[CH:30]=[N:31][C:27]([C:24]2[CH:23]=[CH:22][C:21]([C:20]3[CH:19]=[N:18][N:15]4[CH:16]=[CH:17][C:12]([N:6]5[C@@H:7]([CH:9]([CH3:11])[CH3:10])[CH2:8][N:4]([CH2:3][CH2:2][OH:1])[C:5]5=[O:40])=[N:13][C:14]=34)=[CH:26][CH:25]=2)=[N:28]1, predict the reactants needed to synthesize it. The reactants are: [OH:1][CH2:2][CH2:3][N:4]1[CH2:8][C@H:7]([CH:9]([CH3:11])[CH3:10])[N:6]([C:12]2[CH:17]=[CH:16][N:15]3[N:18]=[CH:19][C:20]([C:21]4[CH:26]=[CH:25][C:24]([C:27]5[N:31]=[CH:30][N:29](COCC[Si](C)(C)C)[N:28]=5)=[CH:23][CH:22]=4)=[C:14]3[N:13]=2)[C:5]1=[O:40].FC(F)(F)C(O)=O.[OH-].[Na+].CO.